This data is from Reaction yield outcomes from USPTO patents with 853,638 reactions. The task is: Predict the reaction yield, written as a fraction of the theoretical maximum amount of product (1.0 means a 100% yield; for example, 0.34 means a 34% yield). (1) The reactants are [F:1][C:2]1[CH:10]=[C:9]([F:11])[C:8]([F:12])=[CH:7][C:3]=1[C:4](O)=[O:5].C(N(C(C)C)C(C)C)C.C(P1(=O)OP(=O)(CCC)OP(=O)(CCC)O1)CC.CCOC(C)=O.CN(C=O)C.[CH3:51][S:52]([NH2:55])(=[O:54])=[O:53]. The catalyst is C1COCC1. The product is [F:1][C:2]1[CH:10]=[C:9]([F:11])[C:8]([F:12])=[CH:7][C:3]=1[C:4]([NH:55][S:52]([CH3:51])(=[O:54])=[O:53])=[O:5]. The yield is 0.720. (2) The reactants are [NH2:1][C:2]1[C:3]([NH:9][CH2:10][CH2:11][CH2:12][N:13]2[CH2:17][CH2:16][CH2:15][C:14]2=[O:18])=[N:4][C:5](Br)=[CH:6][N:7]=1.BrC1C(N)=N[CH:23]=[C:24](Br)N=1.NCCCN1[CH2:36][CH2:35][CH2:34][C:33]1=[O:37].[CH2:38]([OH:42])CCC. No catalyst specified. The yield is 0.800. The product is [OH:37][C:33]1[CH:34]=[CH:35][C:36]([C:5]2[N:4]=[C:3]3[N:9]([CH2:10][CH2:11][CH2:12][N:13]4[CH2:17][CH2:16][CH2:15][C:14]4=[O:18])[C:38](=[O:42])[NH:1][C:2]3=[N:7][CH:6]=2)=[CH:24][CH:23]=1. (3) The reactants are [NH2:1][C:2]1[C:3]([SH:9])=[N:4][CH:5]=[N:6][C:7]=1[Cl:8].[CH2:10](OC(OCC)OCC)C. No catalyst specified. The product is [Cl:8][C:7]1[C:2]2[N:1]=[CH:10][S:9][C:3]=2[N:4]=[CH:5][N:6]=1. The yield is 0.660. (4) The reactants are C(=O)([O-])[O-].[K+].[K+].[Cl:7][C:8]1[CH:9]=[N:10][CH:11]=[C:12]([C:14]#[C:15][Si](C)(C)C)[CH:13]=1. The catalyst is CO. The product is [Cl:7][C:8]1[CH:9]=[N:10][CH:11]=[C:12]([C:14]#[CH:15])[CH:13]=1. The yield is 0.520. (5) The reactants are [F:1][C:2]1[CH:3]=[C:4]([C:9]2[C:10]([CH2:18][CH3:19])=[N:11][N:12]3[CH:17]=[CH:16][CH:15]=[CH:14][C:13]=23)[CH:5]=[C:6]([F:8])[CH:7]=1.[Br:20]N1C(=O)CCC1=O.C(OOC(=O)C1C=CC=CC=1)(=O)C1C=CC=CC=1. The catalyst is C(Cl)(Cl)(Cl)Cl. The product is [Br:20][CH:18]([C:10]1[C:9]([C:4]2[CH:3]=[C:2]([F:1])[CH:7]=[C:6]([F:8])[CH:5]=2)=[C:13]2[CH:14]=[CH:15][CH:16]=[CH:17][N:12]2[N:11]=1)[CH3:19]. The yield is 1.00. (6) The product is [CH2:16]([O:18][C:19]([CH:21]1[CH2:29][C:28]2[C:23](=[CH:24][CH:25]=[CH:26][CH:27]=2)[CH:22]1[NH:32][C:7]([C:2]1[C:1]([C:10]2[CH:15]=[CH:14][CH:13]=[CH:12][CH:11]=2)=[CH:6][CH:5]=[CH:4][CH:3]=1)=[O:9])=[O:20])[CH3:17]. The catalyst is CN(C=O)C.O. The yield is 0.930. The reactants are [C:1]1([C:10]2[CH:15]=[CH:14][CH:13]=[CH:12][CH:11]=2)[C:2]([C:7]([OH:9])=O)=[CH:3][CH:4]=[CH:5][CH:6]=1.[CH2:16]([O:18][C:19]([C:21]1(N)[CH2:29][C:28]2[C:23](=[CH:24][CH:25]=[CH:26][CH:27]=2)[CH2:22]1)=[O:20])[CH3:17].C[N:32](C(ON1N=NC2C=CC=NC1=2)=[N+](C)C)C.F[P-](F)(F)(F)(F)F.CCN(C(C)C)C(C)C. (7) The reactants are CC#N.C(=O)=O.[CH2:7]([N:10]1[CH2:15][CH2:14][O:13][CH2:12][CH2:11]1)[C:8]#[CH:9].C([Mg]Cl)(C)C.CON(C)[C:24](=[O:26])[CH3:25]. The catalyst is C1COCC1. The product is [N:10]1([CH2:7][C:8]#[C:9][C:24](=[O:26])[CH3:25])[CH2:15][CH2:14][O:13][CH2:12][CH2:11]1. The yield is 0.711.